From a dataset of Full USPTO retrosynthesis dataset with 1.9M reactions from patents (1976-2016). Predict the reactants needed to synthesize the given product. (1) Given the product [N:1]1[S:2][N:3]=[C:4]2[CH:9]=[C:8]([C:10]3[CH:11]=[C:12]([CH:22]([CH2:28][CH:29]([CH3:31])[CH3:30])[C:23]([OH:25])=[O:24])[CH:13]=[C:14]([Cl:21])[C:15]=3[O:16][CH2:17][CH:18]3[CH2:20][CH2:19]3)[CH:7]=[CH:6][C:5]=12, predict the reactants needed to synthesize it. The reactants are: [N:1]1[S:2][N:3]=[C:4]2[CH:9]=[C:8]([C:10]3[CH:11]=[C:12]([CH:22]([CH2:28][CH:29]([CH3:31])[CH3:30])[C:23]([O:25]CC)=[O:24])[CH:13]=[C:14]([Cl:21])[C:15]=3[O:16][CH2:17][CH:18]3[CH2:20][CH2:19]3)[CH:7]=[CH:6][C:5]=12.CO.O.O[Li].O. (2) Given the product [F:1][C:2]1[CH:3]=[C:4]([CH:5]2[CH2:6][O:12]2)[CH:7]=[CH:8][CH:9]=1, predict the reactants needed to synthesize it. The reactants are: [F:1][C:2]1[CH:3]=[C:4]([CH:7]=[CH:8][CH:9]=1)[CH:5]=[CH2:6].C(O)(=[O:12])C.BrN1C(=O)CCC1=O.[OH-].[Na+]. (3) Given the product [C:1]([C:5]1[CH:12]=[CH:11][C:8]([CH:9]2[C:25]([C:26]([C:28]3[CH:33]=[CH:32][C:31]([O:34][CH2:35][C:36]([N:37]([CH3:39])[CH3:38])=[O:40])=[CH:30][CH:29]=3)=[O:27])=[C:24]([OH:41])[C:23](=[O:22])[N:13]2[C:14]2[S:15][C:16]([CH3:19])=[N:17][N:18]=2)=[CH:7][CH:6]=1)([CH3:4])([CH3:3])[CH3:2], predict the reactants needed to synthesize it. The reactants are: [C:1]([C:5]1[CH:12]=[CH:11][C:8]([CH:9]=O)=[CH:7][CH:6]=1)([CH3:4])([CH3:3])[CH3:2].[NH2:13][C:14]1[S:15][C:16]([CH3:19])=[N:17][N:18]=1.C([O:22][C:23](=O)[C:24]([OH:41])=[CH:25][C:26]([C:28]1[CH:33]=[CH:32][C:31]([O:34][CH2:35][C:36](=[O:40])[N:37]([CH3:39])[CH3:38])=[CH:30][CH:29]=1)=[O:27])C. (4) Given the product [Cl-:1].[CH:3](=[O:4])[CH3:2].[OH:15][C:7]1[CH:6]=[C:5]([N:16]2[CH:17]=[CH:18][CH:19]=[CH:20][CH3+:21]2)[CH:10]=[C:9]([N+:11]([O-:13])=[O:12])[C:8]=1[OH:14], predict the reactants needed to synthesize it. The reactants are: [Cl:1][CH2:2][C:3]([C:5]1[CH:10]=[C:9]([N+:11]([O-:13])=[O:12])[C:8]([OH:14])=[C:7]([OH:15])[CH:6]=1)=[O:4].[N:16]1[CH:21]=[CH:20][CH:19]=[CH:18][CH:17]=1. (5) Given the product [CH3:24][N:23]([CH2:22][C:19]1[CH:20]=[CH:21][C:16]([C:14]2[O:15][C:5](=[O:4])[C:7]3([CH2:12][CH2:11][CH2:10][CH2:9][CH2:8]3)[N:13]=2)=[CH:17][CH:18]=1)[CH3:25], predict the reactants needed to synthesize it. The reactants are: [OH-].[Na+].C[O:4][C:5]([C:7]1([NH:13][C:14]([C:16]2[CH:21]=[CH:20][C:19]([CH2:22][N:23]([CH3:25])[CH3:24])=[CH:18][CH:17]=2)=[O:15])[CH2:12][CH2:11][CH2:10][CH2:9][CH2:8]1)=O.Cl.C(N(CC)CC)C.Cl.C(N=C=NCCCN(C)C)C. (6) Given the product [F:38][C:33]1[CH:32]=[C:31]([CH:36]=[CH:35][C:34]=1[F:37])[O:30][CH2:29][CH2:28][CH2:27][N:24]1[CH2:25][CH2:26][CH:21]([N:10]([CH3:9])[C:11]([NH:14][C:15]2[CH:16]=[CH:17][CH:18]=[CH:19][CH:20]=2)=[S:12])[CH2:22][CH2:23]1, predict the reactants needed to synthesize it. The reactants are: C(O)(=O)/C=C/C(O)=O.[CH3:9][N:10]([CH:21]1[CH2:26][CH2:25][N:24]([CH2:27][CH2:28][CH2:29][O:30][C:31]2[CH:36]=[CH:35][C:34]([F:37])=[C:33]([F:38])[CH:32]=2)[CH2:23][CH2:22]1)[C:11](=[N:14][C:15]1[CH:20]=[CH:19][CH:18]=[CH:17][CH:16]=1)[S:12]C.CI. (7) The reactants are: [C:9](O[C:9]([O:11][C:12]([CH3:15])([CH3:14])[CH3:13])=[O:10])([O:11][C:12]([CH3:15])([CH3:14])[CH3:13])=[O:10].[Cl:16][C:17]1[NH:18][CH:19]=[CH:20][N:21]=1.[OH-].[Na+].O.O1[CH2:29][CH2:28][CH2:27][CH2:26]1. Given the product [C:12]([O:11][C:9]([N:18]1[C:19]2[CH:26]=[CH:27][CH:28]=[CH:29][C:20]=2[N:21]=[C:17]1[Cl:16])=[O:10])([CH3:13])([CH3:14])[CH3:15], predict the reactants needed to synthesize it.